From a dataset of Full USPTO retrosynthesis dataset with 1.9M reactions from patents (1976-2016). Predict the reactants needed to synthesize the given product. (1) Given the product [Cl:1][C:2]1[CH:27]=[CH:26][C:5]([CH2:6][N:7]2[C:15]3[C:10](=[CH:11][C:12]([CH:16]=[C:17]4[S:21][C:20]([N:40]5[CH2:41][CH2:42][N:37]([C:35](=[O:36])[CH2:34][O:33][CH3:32])[CH2:38][C@H:39]5[CH3:43])=[N:19][C:18]4=[O:25])=[CH:13][CH:14]=3)[CH:9]=[N:8]2)=[C:4]([C:28]([F:31])([F:30])[F:29])[CH:3]=1, predict the reactants needed to synthesize it. The reactants are: [Cl:1][C:2]1[CH:27]=[CH:26][C:5]([CH2:6][N:7]2[C:15]3[C:10](=[CH:11][C:12]([CH:16]=[C:17]4[S:21][C:20](SCC)=[N:19][C:18]4=[O:25])=[CH:13][CH:14]=3)[CH:9]=[N:8]2)=[C:4]([C:28]([F:31])([F:30])[F:29])[CH:3]=1.[CH3:32][O:33][CH2:34][C:35]([N:37]1[CH2:42][CH2:41][NH:40][C@H:39]([CH3:43])[CH2:38]1)=[O:36]. (2) Given the product [C@@H:27]12[CH:26]([CH2:25][N:24]3[C:11]4[C:12](=[N:13][C:14]([C:15]5[CH:16]=[CH:17][C:18]([CH3:21])=[CH:19][CH:20]=5)=[C:9]([C:6]5[CH:7]=[CH:8][C:3]([C:1]#[N:2])=[CH:4][CH:5]=5)[CH:10]=4)[CH:22]=[N:23]3)[C@@H:31]1[CH2:30][NH:29][CH2:28]2, predict the reactants needed to synthesize it. The reactants are: [C:1]([C:3]1[CH:8]=[CH:7][C:6]([C:9]2[CH:10]=[C:11]3[N:24]([CH2:25][CH:26]4[C@@H:31]5[C@H:27]4[CH2:28][N:29](C(OC(C)(C)C)=O)[CH2:30]5)[N:23]=[CH:22][C:12]3=[N:13][C:14]=2[C:15]2[CH:20]=[CH:19][C:18]([CH3:21])=[CH:17][CH:16]=2)=[CH:5][CH:4]=1)#[N:2].Cl. (3) Given the product [CH3:1][O:2][C:3](=[O:34])[C@H:4]([CH:21]1[CH2:22][CH:23]([C:25]([CH3:33])([CH3:32])[O:26][SiH2:27][C:28]([CH3:31])([CH3:30])[CH3:29])[CH2:24]1)[C:5]([C:7]1[CH:12]=[CH:11][C:10]([CH2:13][CH2:14][C:15]([CH3:18])([CH3:17])[CH3:16])=[C:9]([Cl:19])[CH:8]=1)([NH:20][C:54]([O:53][C:50]1[CH:49]=[CH:48][C:47]([N+:44]([O-:46])=[O:45])=[CH:52][CH:51]=1)=[O:55])[CH3:6], predict the reactants needed to synthesize it. The reactants are: [CH3:1][O:2][C:3](=[O:34])[C@H:4]([CH:21]1[CH2:24][CH:23]([C:25]([CH3:33])([CH3:32])[O:26][SiH2:27][C:28]([CH3:31])([CH3:30])[CH3:29])[CH2:22]1)[C:5]([NH2:20])([C:7]1[CH:12]=[CH:11][C:10]([CH2:13][CH2:14][C:15]([CH3:18])([CH3:17])[CH3:16])=[C:9]([Cl:19])[CH:8]=1)[CH3:6].C(N(C(C)C)CC)(C)C.[N+:44]([C:47]1[CH:52]=[CH:51][C:50]([O:53][C:54](Cl)=[O:55])=[CH:49][CH:48]=1)([O-:46])=[O:45]. (4) Given the product [N:13]1[C:14]2[C:19](=[CH:18][CH:17]=[CH:16][CH:15]=2)[CH:20]=[CH:21][C:12]=1[CH2:11][O:10][C:7]1[CH:8]=[CH:9][C:4]([C:3]([OH:22])=[O:2])=[CH:5][CH:6]=1, predict the reactants needed to synthesize it. The reactants are: C[O:2][C:3](=[O:22])[C:4]1[CH:9]=[CH:8][C:7]([O:10][CH2:11][C:12]2[CH:21]=[CH:20][C:19]3[C:14](=[CH:15][CH:16]=[CH:17][CH:18]=3)[N:13]=2)=[CH:6][CH:5]=1.[OH-].[Na+].Cl. (5) Given the product [CH3:17][O:16][CH:3]([O:2][CH3:1])[C:4]1[C:13]([CH:14]([OH:15])[CH3:18])=[CH:12][C:11]2[CH2:10][CH2:9][CH2:8][NH:7][C:6]=2[N:5]=1, predict the reactants needed to synthesize it. The reactants are: [CH3:1][O:2][CH:3]([O:16][CH3:17])[C:4]1[C:13]([CH:14]=[O:15])=[CH:12][C:11]2[CH2:10][CH2:9][CH2:8][NH:7][C:6]=2[N:5]=1.[CH3:18][Mg+].[Br-].